Dataset: Reaction yield outcomes from USPTO patents with 853,638 reactions. Task: Predict the reaction yield, written as a fraction of the theoretical maximum amount of product (1.0 means a 100% yield; for example, 0.34 means a 34% yield). The reactants are [OH:1][C:2]1[C:7]2[CH2:8][O:9][C@:10]3([CH3:22])[C@H:14]([C:6]=2[CH:5]=[CH:4][CH:3]=1)[CH2:13][N:12]([C:15]([O:17][C:18]([CH3:21])([CH3:20])[CH3:19])=[O:16])[CH2:11]3.[H-].[Na+].[F:25][CH2:26][CH2:27]I. The catalyst is CN(C=O)C. The product is [F:25][CH2:26][CH2:27][O:1][C:2]1[C:7]2[CH2:8][O:9][C@:10]3([CH3:22])[C@H:14]([C:6]=2[CH:5]=[CH:4][CH:3]=1)[CH2:13][N:12]([C:15]([O:17][C:18]([CH3:21])([CH3:20])[CH3:19])=[O:16])[CH2:11]3. The yield is 0.810.